This data is from Reaction yield outcomes from USPTO patents with 853,638 reactions. The task is: Predict the reaction yield, written as a fraction of the theoretical maximum amount of product (1.0 means a 100% yield; for example, 0.34 means a 34% yield). The reactants are [N:1]1([CH2:7][CH2:8][CH2:9][NH2:10])[CH2:6][CH2:5][O:4][CH2:3][CH2:2]1.Cl[C:12]1[N:13]=[N+:14]([O-:26])[C:15]2[CH:25]=[C:24]3[C:19]([CH2:20][CH2:21][CH2:22][O:23]3)=[CH:18][C:16]=2[N:17]=1. The catalyst is COCCOC. The product is [N:1]1([CH2:7][CH2:8][CH2:9][NH:10][C:12]2[N:13]=[N+:14]([O-:26])[C:15]3[CH:25]=[C:24]4[C:19]([CH2:20][CH2:21][CH2:22][O:23]4)=[CH:18][C:16]=3[N:17]=2)[CH2:6][CH2:5][O:4][CH2:3][CH2:2]1. The yield is 0.930.